This data is from Forward reaction prediction with 1.9M reactions from USPTO patents (1976-2016). The task is: Predict the product of the given reaction. (1) Given the reactants [NH2:1][C:2]1[C:10]([O:11][CH3:12])=[CH:9][CH:8]=[CH:7][C:3]=1[C:4](O)=[O:5].CC[N:15](C(C)C)C(C)C.N.CO.CCN=C=NCCCN(C)C.ON1C2C=CC=CC=2N=N1, predict the reaction product. The product is: [NH2:1][C:2]1[C:10]([O:11][CH3:12])=[CH:9][CH:8]=[CH:7][C:3]=1[C:4]([NH2:15])=[O:5]. (2) Given the reactants [NH2:1][C:2]1[CH:7]=[CH:6][CH:5]=[CH:4][C:3]=1[C:8](=[O:10])[CH3:9].[C:11](O[C:11]([O:13][C:14]([CH3:17])([CH3:16])[CH3:15])=[O:12])([O:13][C:14]([CH3:17])([CH3:16])[CH3:15])=[O:12], predict the reaction product. The product is: [C:14]([O:13][C:11](=[O:12])[NH:1][C:2]1[CH:7]=[CH:6][CH:5]=[CH:4][C:3]=1[C:8](=[O:10])[CH3:9])([CH3:17])([CH3:16])[CH3:15]. (3) Given the reactants [Br:1][C:2]1[CH:7]=[CH:6][C:5]([NH:8][C:9]2[CH:10]=[C:11]([F:17])[C:12]([C:15]#[N:16])=[N:13][CH:14]=2)=[C:4]([C:18]([F:21])([F:20])[F:19])[CH:3]=1.C(O)(=O)C.[PH2]([O-])=O.[Na+].[H][H], predict the reaction product. The product is: [NH2:16][CH2:15][C:12]1[N:13]=[CH:14][C:9]([NH:8][C:5]2[CH:6]=[CH:7][C:2]([Br:1])=[CH:3][C:4]=2[C:18]([F:21])([F:20])[F:19])=[CH:10][C:11]=1[F:17]. (4) The product is: [F:1][C:2]1[CH:7]=[C:6]([S:8]([CH3:11])(=[O:9])=[O:10])[CH:5]=[CH:4][C:3]=1[S:12][C:13]([CH3:18])([CH3:17])[C:14]([NH:36][C:34]1[O:33][N:32]=[C:31]([C:28]([CH3:30])([CH3:29])[CH2:27][O:26][CH3:25])[CH:35]=1)=[O:16]. Given the reactants [F:1][C:2]1[CH:7]=[C:6]([S:8]([CH3:11])(=[O:10])=[O:9])[CH:5]=[CH:4][C:3]=1[S:12][C:13]([CH3:18])([CH3:17])[C:14]([OH:16])=O.C(Cl)(=O)C(Cl)=O.[CH3:25][O:26][CH2:27][C:28]([C:31]1[CH:35]=[C:34]([NH2:36])[O:33][N:32]=1)([CH3:30])[CH3:29].C(N(CC)C(C)C)(C)C, predict the reaction product. (5) Given the reactants [C:1]([NH:4][CH2:5][C:6]([OH:8])=O)(=[O:3])[CH3:2].CN1CCOCC1.ClC(OCC(C)C)=O.Cl.[F:25][C:26]1[CH:53]=[CH:52][C:29]([CH2:30][NH:31][C:32]([C:34]2[CH:39]=[C:38]([C:40]3[CH2:44][CH:43]([CH:45]4[CH2:50][CH2:49][NH:48][CH2:47][CH2:46]4)[O:42][N:41]=3)[N:37]=[C:36]([CH3:51])[N:35]=2)=[O:33])=[CH:28][C:27]=1[O:54][CH3:55], predict the reaction product. The product is: [C:1]([NH:4][CH2:5][C:6]([N:48]1[CH2:47][CH2:46][CH:45]([CH:43]2[O:42][N:41]=[C:40]([C:38]3[N:37]=[C:36]([CH3:51])[N:35]=[C:34]([C:32]([NH:31][CH2:30][C:29]4[CH:52]=[CH:53][C:26]([F:25])=[C:27]([O:54][CH3:55])[CH:28]=4)=[O:33])[CH:39]=3)[CH2:44]2)[CH2:50][CH2:49]1)=[O:8])(=[O:3])[CH3:2]. (6) The product is: [F:2][C:3]1([F:7])[CH2:6][N:5]([C:11]2[N:12]=[C:13]3[CH:18]=[C:17]([C:19]([NH:21][C:22]4[CH:27]=[CH:26][CH:25]=[CH:24][CH:23]=4)=[O:20])[CH:16]=[CH:15][N:14]3[C:28]=2[S:29]([N:32]2[CH2:37][CH2:36][C:35]([F:38])([F:39])[CH2:34][CH2:33]2)(=[O:31])=[O:30])[CH2:4]1. Given the reactants Cl.[F:2][C:3]1([F:7])[CH2:6][NH:5][CH2:4]1.[H-].[Na+].Cl[C:11]1[N:12]=[C:13]2[CH:18]=[C:17]([C:19]([NH:21][C:22]3[CH:27]=[CH:26][CH:25]=[CH:24][CH:23]=3)=[O:20])[CH:16]=[CH:15][N:14]2[C:28]=1[S:29]([N:32]1[CH2:37][CH2:36][C:35]([F:39])([F:38])[CH2:34][CH2:33]1)(=[O:31])=[O:30].O, predict the reaction product.